From a dataset of Forward reaction prediction with 1.9M reactions from USPTO patents (1976-2016). Predict the product of the given reaction. Given the reactants [F:1][C:2]1[CH:7]=[CH:6][C:5]([CH2:8][CH2:9][C:10]2O[C:12](/[CH:15]=[CH:16]/[C:17]3[CH:22]=[CH:21][C:20]([N:23]4[CH:27]=[C:26]([CH3:28])[N:25]=[CH:24]4)=[C:19]([O:29][CH3:30])[CH:18]=3)=[N:13][N:14]=2)=[CH:4][CH:3]=1.C([O-])(=O)C.[NH4+:35], predict the reaction product. The product is: [F:1][C:2]1[CH:7]=[CH:6][C:5]([CH2:8][CH2:9][C:10]2[NH:35][C:12](/[CH:15]=[CH:16]/[C:17]3[CH:22]=[CH:21][C:20]([N:23]4[CH:27]=[C:26]([CH3:28])[N:25]=[CH:24]4)=[C:19]([O:29][CH3:30])[CH:18]=3)=[N:13][N:14]=2)=[CH:4][CH:3]=1.